Dataset: Reaction yield outcomes from USPTO patents with 853,638 reactions. Task: Predict the reaction yield, written as a fraction of the theoretical maximum amount of product (1.0 means a 100% yield; for example, 0.34 means a 34% yield). (1) The reactants are [CH3:1][S:2]([C:4]1[S:12][C:11]2[C:6](=[N:7][CH:8]=[CH:9][C:10]=2[O:13][C:14]2[CH:19]=[CH:18][C:17]([NH2:20])=[CH:16][C:15]=2[F:21])[CH:5]=1)=[O:3].[C:22]1([CH2:28][C:29]([N:31]=[C:32]=[S:33])=[O:30])[CH:27]=[CH:26][CH:25]=[CH:24][CH:23]=1. The catalyst is C1COCC1. The product is [CH3:1][S:2]([C:4]1[S:12][C:11]2[C:6](=[N:7][CH:8]=[CH:9][C:10]=2[O:13][C:14]2[CH:19]=[CH:18][C:17]([NH:20][C:32]([NH:31][C:29](=[O:30])[CH2:28][C:22]3[CH:23]=[CH:24][CH:25]=[CH:26][CH:27]=3)=[S:33])=[CH:16][C:15]=2[F:21])[CH:5]=1)=[O:3]. The yield is 0.530. (2) The reactants are [O-][CH2:2]C.[Na+].[Br:5][C:6]1[C:7]([CH2:14][C:15]#[N:16])=[C:8]([CH:11]=[CH:12][CH:13]=1)[C:9]#[N:10].IC. The catalyst is C(O)C.O1CCCC1. The product is [Br:5][C:6]1[C:7]([CH:14]([C:15]#[N:16])[CH3:2])=[C:8]([CH:11]=[CH:12][CH:13]=1)[C:9]#[N:10]. The yield is 0.670. (3) The reactants are C1C=CC(P(C2C(C3C(P(C4C=CC=CC=4)C4C=CC=CC=4)=CC=C4C=3C=CC=C4)=C3C(C=CC=C3)=CC=2)C2C=CC=CC=2)=CC=1.[Cl:47][C:48]1[C:53](I)=[CH:52][CH:51]=[CH:50][N:49]=1.C([O-])([O-])=O.[Cs+].[Cs+].[NH:61]1[CH2:66][CH2:65][O:64][CH2:63][CH2:62]1. The catalyst is CC([O-])=O.CC([O-])=O.[Pd+2].C1(C)C=CC=CC=1. The product is [Cl:47][C:48]1[C:53]([N:61]2[CH2:66][CH2:65][O:64][CH2:63][CH2:62]2)=[CH:52][CH:51]=[CH:50][N:49]=1. The yield is 0.640. (4) The reactants are [C:1]([OH:5])(=[O:4])[CH:2]=O.[ClH:6].Cl.[NH:8]([C:10]1[CH:11]=[N:12][CH:13]=[CH:14][CH:15]=1)[NH2:9]. The catalyst is Cl. The product is [ClH:6].[N:12]1[CH:13]=[CH:14][CH:15]=[C:10]([NH:8]/[N:9]=[CH:2]/[C:1]([OH:5])=[O:4])[CH:11]=1. The yield is 0.980.